This data is from Peptide-MHC class I binding affinity with 185,985 pairs from IEDB/IMGT. The task is: Regression. Given a peptide amino acid sequence and an MHC pseudo amino acid sequence, predict their binding affinity value. This is MHC class I binding data. The peptide sequence is PLTNQRYRV. The MHC is HLA-A02:11 with pseudo-sequence HLA-A02:11. The binding affinity (normalized) is 0.0847.